This data is from Reaction yield outcomes from USPTO patents with 853,638 reactions. The task is: Predict the reaction yield, written as a fraction of the theoretical maximum amount of product (1.0 means a 100% yield; for example, 0.34 means a 34% yield). (1) The catalyst is C(O)C. The reactants are Cl[CH2:2][CH2:3][N:4]1C(=O)[O:7][N:6]=[C:5]1[C:10]1[C:14]2[CH:15]=[C:16]([CH:29]3[CH2:31][CH2:30]3)[C:17]([N:19]([CH2:24][CH2:25][CH:26]([CH3:28])[CH3:27])[S:20]([CH3:23])(=[O:22])=[O:21])=[CH:18][C:13]=2[O:12][C:11]=1[C:32]1[CH:37]=[CH:36][C:35]([F:38])=[CH:34][CH:33]=1.[OH-].[Na+]. The product is [CH:29]1([C:16]2[C:17]([N:19]([CH2:24][CH2:25][CH:26]([CH3:28])[CH3:27])[S:20]([CH3:23])(=[O:22])=[O:21])=[CH:18][C:13]3[O:12][C:11]([C:32]4[CH:33]=[CH:34][C:35]([F:38])=[CH:36][CH:37]=4)=[C:10]([C:5]4[NH:4][CH2:3][CH2:2][O:7][N:6]=4)[C:14]=3[CH:15]=2)[CH2:30][CH2:31]1. The yield is 0.470. (2) The reactants are [F:1][C:2]1[CH:3]=[C:4]([OH:9])[CH:5]=[C:6]([F:8])[CH:7]=1.[OH-:10].[K+].[CH2:12]=O.Cl. The catalyst is O. The product is [F:1][C:2]1[CH:3]=[C:4]([OH:9])[CH:5]=[C:6]([F:8])[C:7]=1[CH2:12][OH:10]. The yield is 0.490. (3) The reactants are [CH3:1][N:2]([CH3:18])[CH2:3][CH2:4][N:5]1[CH2:10][CH2:9][C:8]2[NH:11][C:12]([CH:15]=O)=[C:13]([CH3:14])[C:7]=2[C:6]1=[O:17].[F:19][C:20]1[CH:21]=[C:22]2[C:26](=[CH:27][CH:28]=1)[NH:25][C:24](=[O:29])[CH2:23]2.N1CCCCC1. The catalyst is C(O)C. The product is [CH3:1][N:2]([CH3:18])[CH2:3][CH2:4][N:5]1[CH2:10][CH2:9][C:8]2[NH:11][C:12]([CH:15]=[C:23]3[C:22]4[C:26](=[CH:27][CH:28]=[C:20]([F:19])[CH:21]=4)[NH:25][C:24]3=[O:29])=[C:13]([CH3:14])[C:7]=2[C:6]1=[O:17]. The yield is 0.548.